Dataset: Full USPTO retrosynthesis dataset with 1.9M reactions from patents (1976-2016). Task: Predict the reactants needed to synthesize the given product. (1) Given the product [CH3:1][O:2][C:3]([C:5]1[CH:13]=[C:12]2[C:8]([C:9]([CH:15]3[CH2:20][CH2:19][CH2:18][CH2:17][CH2:16]3)=[C:10]([C:29]3[CH:30]=[CH:31][CH:32]=[C:33]4[C:37]=3[NH:36][CH:35]=[CH:34]4)[NH:11]2)=[CH:7][CH:6]=1)=[O:4], predict the reactants needed to synthesize it. The reactants are: [CH3:1][O:2][C:3]([C:5]1[CH:13]=[C:12]2[C:8]([C:9]([CH:15]3[CH2:20][CH2:19][CH2:18][CH2:17][CH2:16]3)=[C:10](Br)[NH:11]2)=[CH:7][CH:6]=1)=[O:4].CC1(C)C(C)(C)OB([C:29]2[CH:30]=[CH:31][CH:32]=[C:33]3[C:37]=2[NH:36][CH:35]=[CH:34]3)O1. (2) Given the product [C:1]([O:5][C:6](=[O:41])[NH:7][C:8]1([C:14]2[CH:19]=[CH:18][C:17]([C:20]3[N:29]=[C:28]4[C:23]([CH:24]=[N:25][C:26]5[N:27]4[N:30]=[C:31]([CH3:33])[CH:32]=5)=[C:22]([CH3:42])[C:21]=3[C:35]3[CH:40]=[CH:39][CH:38]=[CH:37][CH:36]=3)=[CH:16][CH:15]=2)[CH2:11][C:10]([OH:13])([CH3:12])[CH2:9]1)([CH3:4])([CH3:3])[CH3:2], predict the reactants needed to synthesize it. The reactants are: [C:1]([O:5][C:6](=[O:41])[NH:7][C:8]1([C:14]2[CH:19]=[CH:18][C:17]([C:20]3[N:29]=[C:28]4[C:23]([CH:24]=[N:25][C:26]5[N:27]4[N:30]=[C:31]([CH3:33])[CH:32]=5)=[C:22](Cl)[C:21]=3[C:35]3[CH:40]=[CH:39][CH:38]=[CH:37][CH:36]=3)=[CH:16][CH:15]=2)[CH2:11][C:10]([OH:13])([CH3:12])[CH2:9]1)([CH3:4])([CH3:3])[CH3:2].[CH3:42]B(O)O.C([O-])([O-])=O.[Cs+].[Cs+].